Predict the reactants needed to synthesize the given product. From a dataset of Full USPTO retrosynthesis dataset with 1.9M reactions from patents (1976-2016). Given the product [Cl:9][C:6]1[C:7]([F:8])=[C:2]([C:18]2[CH:19]=[C:20]([CH:22]=[CH:23][C:17]=2[CH3:16])[NH2:21])[CH:3]=[C:4]([N:10]2[CH2:15][CH2:14][O:13][CH2:12][CH2:11]2)[N:5]=1, predict the reactants needed to synthesize it. The reactants are: Br[C:2]1[C:7]([F:8])=[C:6]([Cl:9])[N:5]=[C:4]([N:10]2[CH2:15][CH2:14][O:13][CH2:12][CH2:11]2)[CH:3]=1.[CH3:16][C:17]1[CH:23]=[CH:22][C:20]([NH2:21])=[CH:19][C:18]=1B1OC(C)(C)C(C)(C)O1.C([O-])([O-])=O.[Na+].[Na+].